This data is from Forward reaction prediction with 1.9M reactions from USPTO patents (1976-2016). The task is: Predict the product of the given reaction. (1) Given the reactants Br[C:2]1[CH:15]=[CH:14][C:13]2[C:4](=[CH:5][C:6]3[C:11]([CH:12]=2)=[CH:10][C:9](Br)=[CH:8][CH:7]=3)[CH:3]=1.C([O:19][C:20]([Sn](CCCC)(CCCC)CCCC)=[CH2:21])C.[O:35]1CCO[CH2:37][CH2:36]1, predict the reaction product. The product is: [CH:3]1[C:4]2[C:13](=[CH:12][C:11]3[C:6]([CH:5]=2)=[CH:7][CH:8]=[C:9]([C:36](=[O:35])[CH3:37])[CH:10]=3)[CH:14]=[CH:15][C:2]=1[C:20](=[O:19])[CH3:21]. (2) Given the reactants [CH3:1][C:2]([S:7][C:8]1[S:12][C:11]([NH:13][C:14]([N:16]([C@H:25]2[CH2:30][CH2:29][C@H:28]([CH3:31])[CH2:27][CH2:26]2)CCC2C=CC=CC=2)=[O:15])=[N:10][CH:9]=1)([CH3:6])[C:3]([OH:5])=[O:4].Br[CH2:33][CH2:34][C:35]1[CH:40]=[CH:39][C:38]([O:41][CH3:42])=[C:37]([O:43][CH3:44])[CH:36]=1.C(OC(=O)C(SC1SC(N)=NC=1)(C)C)C, predict the reaction product. The product is: [CH3:44][O:43][C:37]1[CH:36]=[C:35]([CH2:34][CH2:33][N:16]([C@H:25]2[CH2:30][CH2:29][C@H:28]([CH3:31])[CH2:27][CH2:26]2)[C:14](=[O:15])[NH:13][C:11]2[S:12][C:8]([S:7][C:2]([CH3:6])([CH3:1])[C:3]([OH:5])=[O:4])=[CH:9][N:10]=2)[CH:40]=[CH:39][C:38]=1[O:41][CH3:42]. (3) Given the reactants S(S([O-])=O)([O-])=O.[Na+].[Na+].[C:9]1([CH:16]=[CH:15][C:13]([OH:14])=[CH:12][CH:11]=1)[OH:10].[CH3:17][C:18](O)(CCCC(C)CCCC(C)CCCC(C)C)[CH:19]=C, predict the reaction product. The product is: [O:10]1[C:9]2[C:16](=[CH:15][C:13]([OH:14])=[CH:12][CH:11]=2)[CH2:19][CH2:18][CH2:17]1. (4) Given the reactants Br[C:2]1[CH:3]=[C:4]([CH:8]=[C:9]([CH:11]=[O:12])[CH:10]=1)[C:5]([OH:7])=[O:6].B(O)(O)[C:14]1[CH:15]=[CH:16][C:17]([CH3:20])=[CH:18][CH:19]=1.C1(C)C=CC=CC=1.C(=O)([O-])[O-].[Cs+].[Cs+], predict the reaction product. The product is: [CH:11]([C:9]1[CH:8]=[C:4]([C:5]([OH:7])=[O:6])[CH:3]=[C:2]([C:14]2[CH:19]=[CH:18][C:17]([CH3:20])=[CH:16][CH:15]=2)[CH:10]=1)=[O:12]. (5) Given the reactants [CH3:1][C:2]1([C:8]([C:10]2[C:18]3[C:13](=[N:14][CH:15]=[C:16]([C:19]4[CH:24]=[C:23]([O:25][CH3:26])[C:22]([O:27][CH3:28])=[C:21]([O:29][CH3:30])[CH:20]=4)[N:17]=3)[NH:12][CH:11]=2)=[O:9])[CH2:7][CH2:6]S[CH2:4][CH2:3]1.O.O[O:33][S:34]([O-:36])=O.[K+], predict the reaction product. The product is: [CH3:1][C:2]1([C:8]([C:10]2[C:18]3[C:13](=[N:14][CH:15]=[C:16]([C:19]4[CH:20]=[C:21]([O:29][CH3:30])[C:22]([O:27][CH3:28])=[C:23]([O:25][CH3:26])[CH:24]=4)[N:17]=3)[NH:12][CH:11]=2)=[O:9])[CH2:7][CH2:6][S:34](=[O:36])(=[O:33])[CH2:4][CH2:3]1. (6) The product is: [N:36]([C@:7]12[CH2:6][CH2:5][C@@H:4]([C:2]([CH3:1])=[CH2:3])[C@@H:8]1[C@@H:9]1[C@@:22]([CH3:25])([CH2:23][CH2:24]2)[C@@:21]2([CH3:26])[C@@H:12]([C@:13]3([CH3:30])[C@@H:18]([CH2:19][CH2:20]2)[C:17]([CH3:28])([CH3:27])[C@@H:16]([OH:29])[CH2:15][CH2:14]3)[CH2:11][CH2:10]1)=[C:39]=[O:42]. Given the reactants [CH3:1][C:2]([C@H:4]1[C@@H:8]2[C@@H:9]3[C@@:22]([CH3:25])([CH2:23][CH2:24][C@@:7]2(C(O)=O)[CH2:6][CH2:5]1)[C@@:21]1([CH3:26])[C@@H:12]([C@:13]2([CH3:30])[C@@H:18]([CH2:19][CH2:20]1)[C:17]([CH3:28])([CH3:27])[C@@H:16]([OH:29])[CH2:15][CH2:14]2)[CH2:11][CH2:10]3)=[CH2:3].C([N:36]([CH2:39]C)CC)C.P(N=[N+]=[N-])(=O)(OC1C=CC=CC=1)[O:42]C1C=CC=CC=1, predict the reaction product. (7) Given the reactants C(O)(=O)[C@H]([C@@H](C(O)=O)O)O.[Cl:11][C:12]1[CH:17]=[CH:16][C:15]([C:18]2([CH:22]([NH2:27])[CH2:23][CH:24]([CH3:26])[CH3:25])[CH2:21][CH2:20][CH2:19]2)=[CH:14][CH:13]=1, predict the reaction product. The product is: [Cl:11][C:12]1[CH:13]=[CH:14][C:15]([C:18]2([C@H:22]([NH2:27])[CH2:23][CH:24]([CH3:25])[CH3:26])[CH2:21][CH2:20][CH2:19]2)=[CH:16][CH:17]=1. (8) The product is: [CH3:1][O:2][C:3]1[CH:8]=[CH:7][C:6]([C:9]([C:36]2[CH:41]=[CH:40][C:39]([O:42][CH3:43])=[CH:38][CH:37]=2)([C:30]2[CH:35]=[CH:34][CH:33]=[CH:32][CH:31]=2)[NH:10][C:11]2[O:12][C@H:13]([C:26]([F:29])([F:28])[F:27])[CH2:14][C@:15]([C:18]3[CH:23]=[C:22]([C:52]#[C:51][C:49]4[CH:48]=[N:47][CH:46]=[C:45]([Cl:44])[CH:50]=4)[CH:21]=[CH:20][C:19]=3[F:25])([CH3:17])[N:16]=2)=[CH:5][CH:4]=1. Given the reactants [CH3:1][O:2][C:3]1[CH:8]=[CH:7][C:6]([C:9]([C:36]2[CH:41]=[CH:40][C:39]([O:42][CH3:43])=[CH:38][CH:37]=2)([C:30]2[CH:35]=[CH:34][CH:33]=[CH:32][CH:31]=2)[NH:10][C:11]2[O:12][C@H:13]([C:26]([F:29])([F:28])[F:27])[CH2:14][C@:15]([C:18]3[CH:23]=[C:22](I)[CH:21]=[CH:20][C:19]=3[F:25])([CH3:17])[N:16]=2)=[CH:5][CH:4]=1.[Cl:44][C:45]1[CH:46]=[N:47][CH:48]=[C:49]([C:51]#[C:52][Si](C)(C)C)[CH:50]=1, predict the reaction product.